From a dataset of Peptide-MHC class I binding affinity with 185,985 pairs from IEDB/IMGT. Regression. Given a peptide amino acid sequence and an MHC pseudo amino acid sequence, predict their binding affinity value. This is MHC class I binding data. (1) The peptide sequence is FFFKYAAAF. The MHC is Mamu-A2201 with pseudo-sequence Mamu-A2201. The binding affinity (normalized) is 0.172. (2) The peptide sequence is ENPAHKSQLV. The MHC is Mamu-B01 with pseudo-sequence Mamu-B01. The binding affinity (normalized) is 0. (3) The peptide sequence is IHAEFQASL. The MHC is HLA-B46:01 with pseudo-sequence HLA-B46:01. The binding affinity (normalized) is 0.0847. (4) The peptide sequence is QTVVILYSM. The MHC is Mamu-A01 with pseudo-sequence Mamu-A01. The binding affinity (normalized) is 0.312. (5) The peptide sequence is GERQNATEI. The MHC is HLA-B40:01 with pseudo-sequence HLA-B40:01. The binding affinity (normalized) is 0.508. (6) The peptide sequence is VDYGLVSKF. The binding affinity (normalized) is 0. The MHC is HLA-B15:01 with pseudo-sequence HLA-B15:01.